This data is from Full USPTO retrosynthesis dataset with 1.9M reactions from patents (1976-2016). The task is: Predict the reactants needed to synthesize the given product. The reactants are: Br[C:2]1[CH:3]=[CH:4][C:5]([F:23])=[C:6]([C:8]([NH:11][C:12](=[O:22])[O:13][CH:14]2[CH:19]3[CH2:20][CH2:21][N:16]([CH2:17][CH2:18]3)[CH2:15]2)([CH3:10])[CH3:9])[CH:7]=1.[CH:24]1(B(O)O)[CH2:26][CH2:25]1. Given the product [CH:24]1([C:2]2[CH:3]=[CH:4][C:5]([F:23])=[C:6]([C:8]([NH:11][C:12](=[O:22])[O:13][CH:14]3[CH:19]4[CH2:20][CH2:21][N:16]([CH2:17][CH2:18]4)[CH2:15]3)([CH3:10])[CH3:9])[CH:7]=2)[CH2:26][CH2:25]1, predict the reactants needed to synthesize it.